This data is from Full USPTO retrosynthesis dataset with 1.9M reactions from patents (1976-2016). The task is: Predict the reactants needed to synthesize the given product. (1) The reactants are: Br[C:2]1[CH:3]=[C:4]2[C:8](=[CH:9][CH:10]=1)[C:7](=[O:11])[NH:6][CH2:5]2.[B:12]1([B:12]2[O:16][C:15]([CH3:18])([CH3:17])[C:14]([CH3:20])([CH3:19])[O:13]2)[O:16][C:15]([CH3:18])([CH3:17])[C:14]([CH3:20])([CH3:19])[O:13]1.C([O-])(=O)C.[K+]. Given the product [CH3:19][C:14]1([CH3:20])[C:15]([CH3:18])([CH3:17])[O:16][B:12]([C:2]2[CH:3]=[C:4]3[C:8](=[CH:9][CH:10]=2)[C:7](=[O:11])[NH:6][CH2:5]3)[O:13]1, predict the reactants needed to synthesize it. (2) Given the product [Br:1][C:2]1[C:7]([O:8][CH2:22][C:23]2[CH:31]=[CH:30][C:26]([C:27]([NH2:29])=[O:28])=[CH:25][CH:24]=2)=[C:6]([O:9][CH3:10])[C:5]([O:11][CH:12]([F:13])[F:14])=[CH:4][CH:3]=1, predict the reactants needed to synthesize it. The reactants are: [Br:1][C:2]1[C:7]([OH:8])=[C:6]([O:9][CH3:10])[C:5]([O:11][CH:12]([F:14])[F:13])=[CH:4][CH:3]=1.C(=O)([O-])[O-].[K+].[K+].Br[CH2:22][C:23]1[CH:31]=[CH:30][C:26]([C:27]([NH2:29])=[O:28])=[CH:25][CH:24]=1.